This data is from Reaction yield outcomes from USPTO patents with 853,638 reactions. The task is: Predict the reaction yield, written as a fraction of the theoretical maximum amount of product (1.0 means a 100% yield; for example, 0.34 means a 34% yield). (1) The reactants are Cl.NC(N)=N.C[O-].[Na+].C1(C)C=CC=CC=1.[Cl:16][C:17]1[C:22]([Cl:23])=[CH:21][CH:20]=[CH:19][C:18]=1[C:24](=C(OCC)CF)[C:25]#[N:26]. The catalyst is CO. The product is [Cl:16][C:17]1[C:22]([Cl:23])=[CH:21][CH:20]=[CH:19][C:18]=1[CH2:24][C:25]#[N:26]. The yield is 0.380. (2) The reactants are [CH:1]1([Mg]Br)[CH2:3][CH2:2]1.Cl[C:7]1[N:12]=[CH:11][C:10]([C:13]2[CH:18]=[CH:17][N:16]=[C:15]([C:19]([NH:21][C:22]3[CH:27]=[CH:26][CH:25]=[C:24]([C:28]4[N:32]([CH:33]5[CH2:35][CH2:34]5)[CH:31]=[N:30][N:29]=4)[CH:23]=3)=[O:20])[CH:14]=2)=[CH:9][N:8]=1. The catalyst is CN1C=CC=CC1.O1CCCC1. The product is [CH:33]1([N:32]2[CH:31]=[N:30][N:29]=[C:28]2[C:24]2[CH:23]=[C:22]([NH:21][C:19](=[O:20])[C:15]3[CH:14]=[C:13]([C:10]4[CH:9]=[N:8][C:7]([CH:1]5[CH2:3][CH2:2]5)=[N:12][CH:11]=4)[CH:18]=[CH:17][N:16]=3)[CH:27]=[CH:26][CH:25]=2)[CH2:35][CH2:34]1. The yield is 0.450. (3) The reactants are C([O:3][C:4]([C:6]1[C:7]([C:12]2[CH:17]=[CH:16][C:15]([Cl:18])=[CH:14][C:13]=2[F:19])=[N:8][O:9][C:10]=1[CH3:11])=O)C.C(OC(C1C(C2C=CC=CC=2F)=NOC=1C)=O)C. No catalyst specified. The product is [Cl:18][C:15]1[CH:16]=[CH:17][C:12]([C:7]2[C:6]([CH2:4][OH:3])=[C:10]([CH3:11])[O:9][N:8]=2)=[C:13]([F:19])[CH:14]=1. The yield is 0.430. (4) The reactants are [CH3:1][C:2]1[CH:3]=[CH:4][C:5]([N+:18]([O-:20])=[O:19])=[C:6]([C:8]2[O:12][N:11]=[C:10]([C:13](OCC)=[O:14])[N:9]=2)[CH:7]=1.[BH4-].[Li+]. The catalyst is C(O)C. The product is [CH3:1][C:2]1[CH:3]=[CH:4][C:5]([N+:18]([O-:20])=[O:19])=[C:6]([C:8]2[O:12][N:11]=[C:10]([CH2:13][OH:14])[N:9]=2)[CH:7]=1. The yield is 0.690. (5) The reactants are [CH2:1]([O:8][N:9]1[C:15](=[O:16])[N:14]2[CH2:17][C@H:10]1[CH2:11][CH2:12][C@H:13]2[C:18]([OH:20])=O)[C:2]1[CH:7]=[CH:6][CH:5]=[CH:4][CH:3]=1.[CH3:21][N:22]([C:24](=[O:26])[CH3:25])[NH2:23].ON1C2C=CC=CC=2N=N1.Cl.C(N=C=NCCCN(C)C)C. The catalyst is C(Cl)Cl.CN(C)C1C=CN=CC=1. The product is [C:24]([N:22]([CH3:21])[NH:23][C:18]([C@H:13]1[CH2:12][CH2:11][C@H:10]2[CH2:17][N:14]1[C:15](=[O:16])[N:9]2[O:8][CH2:1][C:2]1[CH:3]=[CH:4][CH:5]=[CH:6][CH:7]=1)=[O:20])(=[O:26])[CH3:25]. The yield is 0.640. (6) The reactants are [NH2:1][C:2]1[CH:3]=[C:4]2[C@@:15]3([CH2:20][CH2:19][O:18]/[C:17](=[N:21]\C(=O)C4C=CC=CC=4)/[NH:16]3)[C:14]3[CH:13]=[C:12]([Cl:30])[N:11]=[C:10]([F:31])[C:9]=3[O:8][C:5]2=[CH:6][CH:7]=1.N.CO. The catalyst is C1COCC1. The product is [Cl:30][C:12]1[N:11]=[C:10]([F:31])[C:9]2[O:8][C:5]3[C:4]([C@@:15]4([CH2:20][CH2:19][O:18][C:17]([NH2:21])=[N:16]4)[C:14]=2[CH:13]=1)=[CH:3][C:2]([NH2:1])=[CH:7][CH:6]=3. The yield is 0.170.